This data is from Catalyst prediction with 721,799 reactions and 888 catalyst types from USPTO. The task is: Predict which catalyst facilitates the given reaction. (1) Reactant: [CH3:1][O:2][C:3](=[O:33])[C:4]([C:6]1[C:14]2[C:9](=[CH:10][CH:11]=[CH:12][CH:13]=2)[NH:8][C:7]=1[C:15]1[CH:20]=[CH:19][C:18]([CH2:21][CH3:22])=[C:17]([S:23](=[O:32])(=[O:31])[NH:24][CH:25]2[CH2:30][CH2:29][CH2:28][CH2:27][CH2:26]2)[CH:16]=1)=O.C([SiH](CC)CC)C. Product: [CH3:1][O:2][C:3](=[O:33])[CH2:4][C:6]1[C:14]2[C:9](=[CH:10][CH:11]=[CH:12][CH:13]=2)[NH:8][C:7]=1[C:15]1[CH:20]=[CH:19][C:18]([CH2:21][CH3:22])=[C:17]([S:23](=[O:31])(=[O:32])[NH:24][CH:25]2[CH2:30][CH2:29][CH2:28][CH2:27][CH2:26]2)[CH:16]=1. The catalyst class is: 67. (2) Reactant: Cl[C:2]1[N:7]=[CH:6][N:5]=[C:4]([NH2:8])[CH:3]=1.C(N(C(C)C)CC)(C)C.[O:18]=[C:19]([N:27]1[CH2:31][CH2:30][CH2:29][CH2:28]1)[CH2:20][N:21]1[CH2:26][CH2:25][NH:24][CH2:23][CH2:22]1. Product: [O:18]=[C:19]([N:27]1[CH2:31][CH2:30][CH2:29][CH2:28]1)[CH2:20][N:21]1[CH2:26][CH2:25][N:24]([C:2]2[N:7]=[CH:6][N:5]=[C:4]([NH2:8])[CH:3]=2)[CH2:23][CH2:22]1. The catalyst class is: 51. (3) Reactant: [CH3:1][O:2][CH2:3][C:4]([CH3:11])([CH3:10])[C:5](=[O:9])[CH2:6][C:7]#[N:8].[OH-].[Na+].S(O)(O)(=O)=O.O[NH2:20].Cl. Product: [CH3:1][O:2][CH2:3][C:4]([C:5]1[O:9][N:8]=[C:7]([NH2:20])[CH:6]=1)([CH3:11])[CH3:10]. The catalyst class is: 6.